From a dataset of Catalyst prediction with 721,799 reactions and 888 catalyst types from USPTO. Predict which catalyst facilitates the given reaction. Reactant: [I:1][C:2]1[CH:3]=[N:4][C:5]([N:8]2[CH2:13][CH2:12][NH:11][CH2:10][CH2:9]2)=[N:6][CH:7]=1.C(N(CC)CC)C.[CH3:21][S:22](Cl)(=[O:24])=[O:23]. Product: [I:1][C:2]1[CH:3]=[N:4][C:5]([N:8]2[CH2:9][CH2:10][N:11]([S:22]([CH3:21])(=[O:24])=[O:23])[CH2:12][CH2:13]2)=[N:6][CH:7]=1. The catalyst class is: 4.